This data is from Reaction yield outcomes from USPTO patents with 853,638 reactions. The task is: Predict the reaction yield, written as a fraction of the theoretical maximum amount of product (1.0 means a 100% yield; for example, 0.34 means a 34% yield). (1) The reactants are [C:1]([NH:5][C:6](=[O:29])[C:7]([NH:25][C:26](=[O:28])[CH3:27])([CH:12]1[CH2:17][CH2:16][N:15]([C:18]2[CH:23]=[CH:22][C:21]([Cl:24])=[CH:20][N:19]=2)[CH2:14][CH2:13]1)[CH2:8][CH2:9][CH:10]=[CH2:11])([CH3:4])([CH3:3])[CH3:2].[CH3:30][C:31]1([CH3:38])[C:35]([CH3:37])([CH3:36])[O:34][BH:33][O:32]1.O. The catalyst is ClCCl.[Ir+].ClC1CCC=CCCC=1.C1(P(C2C=CC=CC=2)CCP(C2C=CC=CC=2)C2C=CC=CC=2)C=CC=CC=1. The product is [C:1]([NH:5][C:6](=[O:29])[C:7]([NH:25][C:26](=[O:28])[CH3:27])([CH:12]1[CH2:13][CH2:14][N:15]([C:18]2[CH:23]=[CH:22][C:21]([Cl:24])=[CH:20][N:19]=2)[CH2:16][CH2:17]1)[CH2:8][CH2:9][CH2:10][CH2:11][B:33]1[O:34][C:35]([CH3:37])([CH3:36])[C:31]([CH3:38])([CH3:30])[O:32]1)([CH3:2])([CH3:3])[CH3:4]. The yield is 0.820. (2) The reactants are [NH2:1][C:2](=O)[CH:3]([NH:23][C:24](=[O:33])[C:25]1[C:30]([Cl:31])=[CH:29][CH:28]=[CH:27][C:26]=1[Cl:32])[CH2:4][C:5]1[CH:6]=[C:7]2[C:12](=[CH:13][CH:14]=1)[N:11]=[C:10]([C:15]1[C:20]([Cl:21])=[CH:19][CH:18]=[CH:17][C:16]=1[Cl:22])[CH:9]=[CH:8]2.C1(C)C=CC(S(Cl)(=O)=O)=CC=1. The catalyst is N1C=CC=CC=1. The product is [Cl:32][C:26]1[CH:27]=[CH:28][CH:29]=[C:30]([Cl:31])[C:25]=1[C:24]([NH:23][CH:3]([C:2]#[N:1])[CH2:4][C:5]1[CH:6]=[C:7]2[C:12](=[CH:13][CH:14]=1)[N:11]=[C:10]([C:15]1[C:20]([Cl:21])=[CH:19][CH:18]=[CH:17][C:16]=1[Cl:22])[CH:9]=[CH:8]2)=[O:33]. The yield is 0.650. (3) The yield is 0.990. The catalyst is C1COCC1.[Pd]. The product is [OH:8][N:9]1[C:15](=[O:16])[N:14]2[CH2:17][C@H:10]1[CH2:11][CH2:12][C@H:13]2[C:18]1[CH:22]=[C:21]([CH2:23][NH:24][C:25](=[O:31])[O:26][C:27]([CH3:29])([CH3:28])[CH3:30])[O:20][N:19]=1. The reactants are C([O:8][N:9]1[C:15](=[O:16])[N:14]2[CH2:17][C@H:10]1[CH2:11][CH2:12][C@H:13]2[C:18]1[CH:22]=[C:21]([CH2:23][NH:24][C:25](=[O:31])[O:26][C:27]([CH3:30])([CH3:29])[CH3:28])[O:20][N:19]=1)C1C=CC=CC=1. (4) The reactants are [CH:1]1([NH:7][C:8]2[C:13]([C:14](=[O:16])[CH3:15])=[CH:12][N:11]=[C:10]3[N:17]([CH2:20][O:21][CH2:22][CH2:23][Si:24]([CH3:27])([CH3:26])[CH3:25])[CH:18]=[N:19][C:9]=23)[CH2:6][CH2:5][CH2:4][CH2:3][CH2:2]1.[CH3:28]OC(OC)N(C)C. No catalyst specified. The product is [CH:1]1([N:7]2[C:8]3[C:9]4[N:19]=[CH:18][N:17]([CH2:20][O:21][CH2:22][CH2:23][Si:24]([CH3:26])([CH3:25])[CH3:27])[C:10]=4[N:11]=[CH:12][C:13]=3[C:14](=[O:16])[CH:15]=[CH:28]2)[CH2:6][CH2:5][CH2:4][CH2:3][CH2:2]1. The yield is 0.630. (5) The reactants are [Br:1][C:2]1[C:3](F)=[C:4]2[C:10]([NH:11][C:12]([C:14]3[CH:19]=[CH:18][C:17](=[O:20])[N:16]([CH3:21])[CH:15]=3)=[O:13])=[CH:9][NH:8][C:5]2=[N:6][CH:7]=1.[CH3:23][N:24]([C@@H:32]1[CH2:37][CH2:36][CH2:35][NH:34][CH2:33]1)[C:25](=[O:31])[O:26][C:27]([CH3:30])([CH3:29])[CH3:28].CCN(C(C)C)C(C)C.[CH3:47][C:48]([O:51][C:52](O[C:52]([O:51][C:48]([CH3:50])([CH3:49])[CH3:47])=[O:53])=[O:53])([CH3:50])[CH3:49]. The catalyst is CCCCO.C(OCC)(=O)C. The product is [Br:1][C:2]1[C:3]([N:34]2[CH2:35][CH2:36][CH2:37][C@@H:32]([N:24]([C:25]([O:26][C:27]([CH3:30])([CH3:28])[CH3:29])=[O:31])[CH3:23])[CH2:33]2)=[C:4]2[C:10]([NH:11][C:12]([C:14]3[CH:19]=[CH:18][C:17](=[O:20])[N:16]([CH3:21])[CH:15]=3)=[O:13])=[CH:9][N:8]([C:52]([O:51][C:48]([CH3:50])([CH3:49])[CH3:47])=[O:53])[C:5]2=[N:6][CH:7]=1. The yield is 0.150. (6) The reactants are [CH3:1][N:2]([C@@H:10]([CH3:26])[C:11](=[O:25])[NH:12][C@H:13]1[CH2:19][O:18][C:17]2[CH:20]=[CH:21][CH:22]=[CH:23][C:16]=2[NH:15][C:14]1=[O:24])[C:3](=[O:9])[O:4][C:5]([CH3:8])([CH3:7])[CH3:6].[Br:27][C:28]1[CH:29]=[C:30]2[C:35](=[CH:36][CH:37]=1)[C:34]([CH2:38]Cl)=[C:33]([O:40][CH3:41])[CH:32]=[CH:31]2.C([O-])([O-])=O.[Cs+].[Cs+].[Na+].[I-]. The catalyst is CN(C=O)C.CCOC(C)=O. The product is [Br:27][C:28]1[CH:29]=[C:30]2[C:35](=[CH:36][CH:37]=1)[C:34]([CH2:38][N:15]1[C:14](=[O:24])[C@@H:13]([NH:12][C:11](=[O:25])[C@@H:10]([N:2]([CH3:1])[C:3](=[O:9])[O:4][C:5]([CH3:8])([CH3:6])[CH3:7])[CH3:26])[CH2:19][O:18][C:17]3[CH:20]=[CH:21][CH:22]=[CH:23][C:16]1=3)=[C:33]([O:40][CH3:41])[CH:32]=[CH:31]2. The yield is 0.539. (7) The catalyst is CCCCO. The product is [CH2:14]([N:16]1[C:24]2[C:19](=[CH:20][C:21]([C:25]3[NH:13][C:12]4[N:11]([N:10]=[CH:9][C:8]=4[C:6]4[O:7][C:3]([CH2:1][CH3:2])=[CH:4][N:5]=4)[C:27](=[O:28])[CH:26]=3)=[CH:22][CH:23]=2)[CH:18]=[N:17]1)[CH3:15]. The yield is 0.140. The reactants are [CH2:1]([C:3]1[O:7][C:6]([C:8]2[CH:9]=[N:10][NH:11][C:12]=2[NH2:13])=[N:5][CH:4]=1)[CH3:2].[CH2:14]([N:16]1[C:24]2[C:19](=[CH:20][C:21]([C:25](=O)[CH2:26][C:27](OCC)=[O:28])=[CH:22][CH:23]=2)[CH:18]=[N:17]1)[CH3:15].CC1C=CC(S(O)(=O)=O)=CC=1.